Task: Predict the reactants needed to synthesize the given product.. Dataset: Full USPTO retrosynthesis dataset with 1.9M reactions from patents (1976-2016) (1) Given the product [CH:44]([NH:46][NH:47][C:3](=[O:5])[C:2]([CH3:1])([C:7]1[S:8][C:9]([C:12]2[CH:17]=[C:16]([NH:18][C:19]3[N:24]=[C:23]([C:25]([F:28])([F:26])[F:27])[CH:22]=[CH:21][N:20]=3)[CH:15]=[C:14]([CH3:29])[CH:13]=2)=[CH:10][N:11]=1)[CH3:6])=[O:45], predict the reactants needed to synthesize it. The reactants are: [CH3:1][C:2]([C:7]1[S:8][C:9]([C:12]2[CH:17]=[C:16]([NH:18][C:19]3[N:24]=[C:23]([C:25]([F:28])([F:27])[F:26])[CH:22]=[CH:21][N:20]=3)[CH:15]=[C:14]([CH3:29])[CH:13]=2)=[CH:10][N:11]=1)([CH3:6])[C:3]([OH:5])=O.C1C=CC2N(O)N=NC=2C=1.C(Cl)CCl.[CH:44]([NH:46][NH2:47])=[O:45].CCN(C(C)C)C(C)C. (2) Given the product [Br:10][C:8]1[CH:7]=[CH:6][C:5]2[O:11][CH2:12][C@H:13]([CH2:15][OH:14])[O:3][C:4]=2[CH:9]=1, predict the reactants needed to synthesize it. The reactants are: C([O:3][C:4]1[CH:9]=[C:8]([Br:10])[CH:7]=[CH:6][C:5]=1[O:11][CH2:12][C@@H:13]1[CH2:15][O:14]1)=O.